This data is from Forward reaction prediction with 1.9M reactions from USPTO patents (1976-2016). The task is: Predict the product of the given reaction. Given the reactants Cl[C:2]1[N:3]=[C:4]([N:11]2[C:19]3[C:14](=[C:15]([O:20][CH2:21][C:22]([O:24][CH2:25][CH3:26])=[O:23])[CH:16]=[CH:17][CH:18]=3)[CH2:13][CH2:12]2)[C:5]2[CH2:10][CH2:9][CH2:8][C:6]=2[N:7]=1.[Cl:27][C:28]1[CH:29]=[C:30](B(O)O)[CH:31]=[CH:32][C:33]=1[O:34][CH3:35].C(=O)([O-])[O-].[Na+].[Na+], predict the reaction product. The product is: [Cl:27][C:28]1[CH:29]=[C:30]([C:2]2[N:3]=[C:4]([N:11]3[C:19]4[C:14](=[C:15]([O:20][CH2:21][C:22]([O:24][CH2:25][CH3:26])=[O:23])[CH:16]=[CH:17][CH:18]=4)[CH2:13][CH2:12]3)[C:5]3[CH2:10][CH2:9][CH2:8][C:6]=3[N:7]=2)[CH:31]=[CH:32][C:33]=1[O:34][CH3:35].